Predict the reactants needed to synthesize the given product. From a dataset of Full USPTO retrosynthesis dataset with 1.9M reactions from patents (1976-2016). (1) Given the product [C:1]1([O:7][S:9](=[O:11])(=[O:10])[NH2:12])[CH:6]=[CH:5][CH:4]=[CH:3][CH:2]=1, predict the reactants needed to synthesize it. The reactants are: [C:1]1([OH:7])[CH:6]=[CH:5][CH:4]=[CH:3][CH:2]=1.Cl[S:9]([N:12]=C=O)(=[O:11])=[O:10]. (2) Given the product [CH3:26][O:27][C:28]1[CH:29]=[CH:30][C:31]([S:34]([NH:1][C:2]2[CH:3]=[CH:4][C:5]([C:8]3[CH:16]=[C:15]4[C:11]([CH2:12][N:13]([C@@H:18]([CH:23]([CH3:25])[CH3:24])[C:19]([O:21][CH3:22])=[O:20])[C:14]4=[O:17])=[CH:10][CH:9]=3)=[CH:6][CH:7]=2)(=[O:36])=[O:35])=[CH:32][CH:33]=1, predict the reactants needed to synthesize it. The reactants are: [NH2:1][C:2]1[CH:7]=[CH:6][C:5]([C:8]2[CH:16]=[C:15]3[C:11]([CH2:12][N:13]([C@@H:18]([CH:23]([CH3:25])[CH3:24])[C:19]([O:21][CH3:22])=[O:20])[C:14]3=[O:17])=[CH:10][CH:9]=2)=[CH:4][CH:3]=1.[CH3:26][O:27][C:28]1[CH:33]=[CH:32][C:31]([S:34](Cl)(=[O:36])=[O:35])=[CH:30][CH:29]=1. (3) Given the product [C:1]1([CH3:27])[CH:2]=[CH:3][C:4]([S:7]([CH2:10][CH2:11][O:12][C:13](=[O:26])[CH2:14][O:15][C:16]2[CH:21]=[C:20]([CH3:22])[C:19]([S:29]([Cl:28])(=[O:31])=[O:30])=[C:18]([CH:23]([CH3:24])[CH3:25])[CH:17]=2)(=[O:9])=[O:8])=[CH:5][CH:6]=1, predict the reactants needed to synthesize it. The reactants are: [C:1]1([CH3:27])[CH:6]=[CH:5][C:4]([S:7]([CH2:10][CH2:11][O:12][C:13](=[O:26])[CH2:14][O:15][C:16]2[CH:21]=[C:20]([CH3:22])[CH:19]=[C:18]([CH:23]([CH3:25])[CH3:24])[CH:17]=2)(=[O:9])=[O:8])=[CH:3][CH:2]=1.[Cl:28][S:29](O)(=[O:31])=[O:30].